From a dataset of Peptide-MHC class II binding affinity with 134,281 pairs from IEDB. Regression. Given a peptide amino acid sequence and an MHC pseudo amino acid sequence, predict their binding affinity value. This is MHC class II binding data. (1) The MHC is DRB1_1302 with pseudo-sequence DRB1_1302. The peptide sequence is YDKFLHNVSTVLTGK. The binding affinity (normalized) is 0.849. (2) The peptide sequence is TKHTNLKHGKTAASKRK. The MHC is DRB1_0301 with pseudo-sequence DRB1_0301. The binding affinity (normalized) is 0. (3) The peptide sequence is VPWNFHEPQPGQYEF. The MHC is H-2-IAb with pseudo-sequence H-2-IAb. The binding affinity (normalized) is 0. (4) The binding affinity (normalized) is 0.642. The peptide sequence is SMPFLRKTRWTFLLS. The MHC is HLA-DQA10501-DQB10402 with pseudo-sequence HLA-DQA10501-DQB10402. (5) The peptide sequence is ALMVKNQNVSRAMFV. The MHC is DRB1_0101 with pseudo-sequence DRB1_0101. The binding affinity (normalized) is 0.683.